From a dataset of Forward reaction prediction with 1.9M reactions from USPTO patents (1976-2016). Predict the product of the given reaction. (1) Given the reactants Cl.Cl.[NH2:3][C@@H:4]1[CH:9]2[CH2:10][CH2:11][N:6]([CH2:7][CH2:8]2)[CH2:5]1.C([O-])(=O)C.[NH4+:16].[Br:17][C:18]1[S:22][C:21]([C:23](=O)[CH:24](O)O)=[CH:20][CH:19]=1.[CH2:28]=O.[OH-].[Na+], predict the reaction product. The product is: [Br:17][C:18]1[S:22][C:21]([C:23]2[N:16]=[CH:28][N:3]([C@@H:4]3[CH:9]4[CH2:10][CH2:11][N:6]([CH2:7][CH2:8]4)[CH2:5]3)[CH:24]=2)=[CH:20][CH:19]=1. (2) Given the reactants Cl.[CH3:2][O:3][C:4]1[CH:5]=[C:6]([C:12]2[C:13]([CH3:25])([CH3:24])[C:14](=[O:23])[N:15]([CH:17]3[CH2:22][CH2:21][NH:20][CH2:19][CH2:18]3)[N:16]=2)[CH:7]=[CH:8][C:9]=1[O:10][CH3:11].[NH:26]1[C:34]2[C:29](=[CH:30][CH:31]=[C:32]([C:35](O)=[O:36])[CH:33]=2)[CH:28]=[CH:27]1, predict the reaction product. The product is: [CH3:2][O:3][C:4]1[CH:5]=[C:6]([C:12]2[C:13]([CH3:25])([CH3:24])[C:14](=[O:23])[N:15]([CH:17]3[CH2:22][CH2:21][N:20]([C:35]([C:32]4[CH:33]=[C:34]5[C:29]([CH:28]=[CH:27][NH:26]5)=[CH:30][CH:31]=4)=[O:36])[CH2:19][CH2:18]3)[N:16]=2)[CH:7]=[CH:8][C:9]=1[O:10][CH3:11]. (3) Given the reactants [Cl:1][C:2]1[CH:20]=[C:19]([O:21][CH2:22][CH2:23][CH2:24][CH2:25][CH3:26])[CH:18]=[CH:17][C:3]=1[CH2:4][N:5]1[C:9]2[CH:10]=[C:11]([OH:15])[CH:12]=[C:13]([CH3:14])[C:8]=2[N:7]=[C:6]1[CH3:16].Br[CH2:28][C:29]1[CH:30]=[C:31]([CH:36]=[CH:37][CH:38]=1)[C:32]([O:34][CH3:35])=[O:33], predict the reaction product. The product is: [Cl:1][C:2]1[CH:20]=[C:19]([O:21][CH2:22][CH2:23][CH2:24][CH2:25][CH3:26])[CH:18]=[CH:17][C:3]=1[CH2:4][N:5]1[C:9]2[CH:10]=[C:11]([O:15][CH2:28][C:29]3[CH:30]=[C:31]([CH:36]=[CH:37][CH:38]=3)[C:32]([O:34][CH3:35])=[O:33])[CH:12]=[C:13]([CH3:14])[C:8]=2[N:7]=[C:6]1[CH3:16]. (4) Given the reactants Cl.Cl.Cl.[NH2:4][C@@H:5]([C:11]([N:13]1[CH2:18][CH2:17][N:16]([CH:19]2[CH2:24][CH2:23][N:22]([CH3:25])[CH2:21][CH2:20]2)[CH2:15][CH2:14]1)=[O:12])[CH2:6][CH2:7][C:8](=[O:10])[OH:9].[Cl:26][C:27]1[CH:28]=[CH:29][C:30]2[CH:34]=[C:33]([C:35](O)=[O:36])[S:32][C:31]=2[CH:38]=1, predict the reaction product. The product is: [Cl:26][C:27]1[CH:28]=[CH:29][C:30]2[CH:34]=[C:33]([C:35]([NH:4][C@@H:5]([C:11]([N:13]3[CH2:14][CH2:15][N:16]([CH:19]4[CH2:24][CH2:23][N:22]([CH3:25])[CH2:21][CH2:20]4)[CH2:17][CH2:18]3)=[O:12])[CH2:6][CH2:7][C:8](=[O:9])[OH:10])=[O:36])[S:32][C:31]=2[CH:38]=1. (5) Given the reactants [NH2:1][CH2:2][C@@H:3]1[CH2:7][C@H:6]([F:8])[CH2:5][N:4]1[C:9]([O:11][C:12]([CH3:15])([CH3:14])[CH3:13])=[O:10].[Cl:16][C:17]1[N:22]=[C:21](Cl)[C:20]([CH3:24])=[CH:19][N:18]=1, predict the reaction product. The product is: [Cl:16][C:17]1[N:22]=[C:21]([NH:1][CH2:2][C@@H:3]2[CH2:7][C@H:6]([F:8])[CH2:5][N:4]2[C:9]([O:11][C:12]([CH3:15])([CH3:14])[CH3:13])=[O:10])[C:20]([CH3:24])=[CH:19][N:18]=1. (6) The product is: [F:30][C:31]1[CH:36]=[CH:35][C:34]([C:7]2[CH2:16][CH2:15][C:10]3([O:11][CH2:12][CH2:13][O:14]3)[CH2:9][C:8]=2[C:17]([O:19][CH3:20])=[O:18])=[CH:33][CH:32]=1. Given the reactants FC(F)(F)S(O[C:7]1[CH2:16][CH2:15][C:10]2([O:14][CH2:13][CH2:12][O:11]2)[CH2:9][C:8]=1[C:17]([O:19][CH3:20])=[O:18])(=O)=O.C(=O)([O-])[O-].[Na+].[Na+].O.[F:30][C:31]1[CH:36]=[CH:35][C:34](B(O)O)=[CH:33][CH:32]=1.ClCCl, predict the reaction product.